This data is from Reaction yield outcomes from USPTO patents with 853,638 reactions. The task is: Predict the reaction yield, written as a fraction of the theoretical maximum amount of product (1.0 means a 100% yield; for example, 0.34 means a 34% yield). (1) The reactants are [F:1][C:2]1[CH:7]=[CH:6][C:5]([C:8]2[C:9]3[CH:21]=[CH:20][C:19](=[O:22])[N:18]([C:23]4[CH:28]=[CH:27][CH:26]=[CH:25][C:24]=4[CH3:29])[C:10]=3[N:11]=[C:12](S(C)(=O)=O)[N:13]=2)=[C:4]([CH3:30])[CH:3]=1.[NH2:31][CH:32]1[CH2:37][CH2:36][O:35][CH2:34][CH2:33]1. No catalyst specified. The product is [F:1][C:2]1[CH:7]=[CH:6][C:5]([C:8]2[C:9]3[CH:21]=[CH:20][C:19](=[O:22])[N:18]([C:23]4[CH:28]=[CH:27][CH:26]=[CH:25][C:24]=4[CH3:29])[C:10]=3[N:11]=[C:12]([NH:31][CH:32]3[CH2:37][CH2:36][O:35][CH2:34][CH2:33]3)[N:13]=2)=[C:4]([CH3:30])[CH:3]=1. The yield is 0.900. (2) The reactants are [C:1]([NH:4][C:5]1[CH:10]=[C:9]([C:11]2[S:15][C:14]([C:16]([NH2:18])=O)=[C:13]([CH2:19][C:20]3[CH:25]=[CH:24][C:23]([Cl:26])=[CH:22][CH:21]=3)[C:12]=2[C:27]#[N:28])[CH:8]=[CH:7][N:6]=1)(=[O:3])[CH3:2].COC(OC)[N:32]([CH3:34])C.[NH2:37]N. The catalyst is C1(C)C=CC=CC=1. The product is [Cl:26][C:23]1[CH:22]=[CH:21][C:20]([CH2:19][C:13]2[C:12]([C:27]#[N:28])=[C:11]([C:9]3[CH:8]=[CH:7][N:6]=[C:5]([NH:4][C:1](=[O:3])[CH3:2])[CH:10]=3)[S:15][C:14]=2[C:16]2[NH:18][CH:34]=[N:32][N:37]=2)=[CH:25][CH:24]=1. The yield is 0.480. (3) The reactants are [Cl:1][C:2]1[C:3]([CH3:39])=[N:4][O:5][C:6]=1[N:7](COCCOC)[S:8]([C:11]1[C:19]2[C:14](=[N:15][CH:16]=[CH:17][CH:18]=2)[S:13][C:12]=1[C:20](=[O:32])[CH2:21][CH2:22][C:23]1[CH:28]=[CH:27][C:26]2[O:29][CH2:30][O:31][C:25]=2[CH:24]=1)(=[O:10])=[O:9].Cl. The catalyst is CO. The product is [Cl:1][C:2]1[C:3]([CH3:39])=[N:4][O:5][C:6]=1[NH:7][S:8]([C:11]1[C:19]2[C:14](=[N:15][CH:16]=[CH:17][CH:18]=2)[S:13][C:12]=1[C:20](=[O:32])[CH2:21][CH2:22][C:23]1[CH:28]=[CH:27][C:26]2[O:29][CH2:30][O:31][C:25]=2[CH:24]=1)(=[O:9])=[O:10]. The yield is 0.970. (4) The reactants are [NH2:1][C:2]1[CH:3]=[C:4]([NH:8][C:9](=[O:15])[O:10][C:11]([CH3:14])([CH3:13])[CH3:12])[CH:5]=[CH:6][CH:7]=1.C(N(CC)CC)C.[N+:23]([C:26]1[CH:27]=[C:28]([CH:32]=[CH:33][CH:34]=1)[C:29](Cl)=[O:30])([O-:25])=[O:24].C([O-])([O-])=O.[Na+].[Na+]. The catalyst is O1CCCC1. The product is [N+:23]([C:26]1[CH:27]=[C:28]([CH:32]=[CH:33][CH:34]=1)[C:29]([NH:1][C:2]1[CH:3]=[C:4]([NH:8][C:9](=[O:15])[O:10][C:11]([CH3:12])([CH3:14])[CH3:13])[CH:5]=[CH:6][CH:7]=1)=[O:30])([O-:25])=[O:24]. The yield is 0.990. (5) The reactants are CCN(C(C)C)C(C)C.[N:10]1([CH2:16][CH2:17][CH2:18][O:19][C:20]2[CH:25]=[CH:24][C:23]([N:26]3[CH2:31][CH2:30][N:29]([C:32]4[CH:33]=[CH:34][C:35]5[N:36]([C:38]([C:41]([F:44])([F:43])[F:42])=[N:39][N:40]=5)[N:37]=4)[CH2:28][CH2:27]3)=[CH:22][CH:21]=2)[CH2:15][CH2:14][NH:13][CH2:12][CH2:11]1.[C:45](O)(=[O:47])[CH3:46].CN(C(ON1N=NC2C=CC=NC1=2)=[N+](C)C)C.F[P-](F)(F)(F)(F)F. The catalyst is CN(C=O)C. The product is [C:45]([N:13]1[CH2:14][CH2:15][N:10]([CH2:16][CH2:17][CH2:18][O:19][C:20]2[CH:21]=[CH:22][C:23]([N:26]3[CH2:31][CH2:30][N:29]([C:32]4[CH:33]=[CH:34][C:35]5[N:36]([C:38]([C:41]([F:43])([F:44])[F:42])=[N:39][N:40]=5)[N:37]=4)[CH2:28][CH2:27]3)=[CH:24][CH:25]=2)[CH2:11][CH2:12]1)(=[O:47])[CH3:46]. The yield is 0.180. (6) The reactants are [NH:1]1[CH2:4][CH:3]([CH2:5][S:6]([C:9]2[CH:26]=[CH:25][C:12]3[N:13]([CH2:21][CH:22]4[CH2:24][CH2:23]4)[C:14]([CH2:16][C:17]([CH3:20])([CH3:19])[CH3:18])=[N:15][C:11]=3[CH:10]=2)(=[O:8])=[O:7])[CH2:2]1.C(N(CC)CC)C.C[Si]([N:38]=[C:39]=[O:40])(C)C. The catalyst is ClCCl. The product is [CH:22]1([CH2:21][N:13]2[C:12]3[CH:25]=[CH:26][C:9]([S:6]([CH2:5][CH:3]4[CH2:2][N:1]([C:39]([NH2:38])=[O:40])[CH2:4]4)(=[O:8])=[O:7])=[CH:10][C:11]=3[N:15]=[C:14]2[CH2:16][C:17]([CH3:20])([CH3:19])[CH3:18])[CH2:23][CH2:24]1. The yield is 0.610. (7) The reactants are [Br:1][C:2]1[CH:3]=[C:4]([F:13])[CH:5]=[C:6]2[C:11]=1[N:10]=[C:9](O)[N:8]=[CH:7]2.P(Cl)(Cl)([Cl:16])=O. No catalyst specified. The product is [Br:1][C:2]1[CH:3]=[C:4]([F:13])[CH:5]=[C:6]2[C:11]=1[N:10]=[C:9]([Cl:16])[N:8]=[CH:7]2. The yield is 0.890.